The task is: Predict the reaction yield, written as a fraction of the theoretical maximum amount of product (1.0 means a 100% yield; for example, 0.34 means a 34% yield).. This data is from Reaction yield outcomes from USPTO patents with 853,638 reactions. (1) The reactants are CC1C=CC(S(O[CH2:12][CH2:13][Cl:14])(=O)=O)=CC=1.[OH:15][C:16]1[CH:23]=[CH:22][CH:21]=[CH:20][C:17]=1[CH:18]=[O:19].C([O-])([O-])=O.[K+].[K+].O. The catalyst is CN(C=O)C. The product is [Cl:14][CH2:13][CH2:12][O:15][C:16]1[CH:23]=[CH:22][CH:21]=[CH:20][C:17]=1[CH:18]=[O:19]. The yield is 0.790. (2) The reactants are [C:1]([O:5][C:6]([NH:8][C@H:9]([CH2:13][CH:14]([CH3:16])[CH3:15])[C:10]([OH:12])=O)=[O:7])([CH3:4])([CH3:3])[CH3:2].CN(C(ON1N=NC2[CH:28]=[CH:29][CH:30]=[N:31][C:26]1=2)=[N+](C)C)C.F[P-](F)(F)(F)(F)F.N1CCCC1.CCN(CC)CC. The catalyst is C(Cl)Cl. The product is [CH3:15][CH:14]([CH3:16])[CH2:13][C@@H:9]([NH:8][C:6](=[O:7])[O:5][C:1]([CH3:2])([CH3:3])[CH3:4])[C:10](=[O:12])[N:31]1[CH2:30][CH2:29][CH2:28][CH2:26]1. The yield is 0.950. (3) The reactants are C[Mg]Br.[C:4]1(C)C=CC=CC=1.C1COCC1.C(N(CC)CC)C.[CH3:23][C:24]1[CH:25]=[C:26]([N:30]2[N:34]=[N:33][C:32]([C:35]([O:37]CC)=O)=[N:31]2)[CH:27]=[CH:28][CH:29]=1.C(O)(=O)C.C(=O)([O-])[O-].[K+].[K+]. The catalyst is CC1CCCO1.O. The product is [CH3:23][C:24]1[CH:25]=[C:26]([N:30]2[N:34]=[N:33][C:32]([C:35](=[O:37])[CH3:4])=[N:31]2)[CH:27]=[CH:28][CH:29]=1. The yield is 0.570. (4) The reactants are [H-].[Na+].[CH3:3][O:4][C:5]1[CH:10]=[CH:9][C:8]([NH2:11])=[CH:7][CH:6]=1.[Cl:12][C:13]1[CH:18]=[CH:17][CH:16]=[C:15](Cl)[C:14]=1[N+:20]([O-:22])=[O:21].Cl. The catalyst is C1COCC1.O. The product is [Cl:12][C:13]1[C:14]([N+:20]([O-:22])=[O:21])=[C:15]([CH:16]=[CH:17][CH:18]=1)[NH:11][C:8]1[CH:9]=[CH:10][C:5]([O:4][CH3:3])=[CH:6][CH:7]=1. The yield is 0.300.